Regression/Classification. Given a drug SMILES string, predict its absorption, distribution, metabolism, or excretion properties. Task type varies by dataset: regression for continuous measurements (e.g., permeability, clearance, half-life) or binary classification for categorical outcomes (e.g., BBB penetration, CYP inhibition). Dataset: b3db_classification. From a dataset of Blood-brain barrier permeability classification from the B3DB database. (1) The result is 1 (penetrates BBB). The compound is C=CCCCCCCC. (2) The molecule is C[C@@H](Cc1ccccc1)N(C)Cc1ccccc1. The result is 1 (penetrates BBB). (3) The compound is Clc1cccc(Cl)c1NC1=NCCO1. The result is 1 (penetrates BBB). (4) The molecule is CO[C@@H]1O[C@H]2O[C@]3(CN4CCCCC4)[C@@H](O)C[C@@H]([C@H]13)[C@H]2C. The result is 1 (penetrates BBB). (5) The molecule is C=CCC1(C(C)CC)C(=O)NC(=O)NC1=O. The result is 1 (penetrates BBB). (6) The drug is CC(C)O. The result is 1 (penetrates BBB). (7) The drug is Cc1cccc(C)c1OC[C@@H](C)N. The result is 1 (penetrates BBB). (8) The drug is CO[C@H]1/C=C/O[C@@]2(C)Oc3c(C)c(O)c4c(O)c(c(/C=N/N5CCN(C6CCCC6)CC5)c(O)c4c3C2=O)NC(=O)/C(C)=C\C=C\[C@H](C)[C@H](O)[C@@H](C)[C@@H](O)[C@@H](C)[C@H](OC(C)=O)[C@@H]1C. The result is 0 (does not penetrate BBB).